This data is from Reaction yield outcomes from USPTO patents with 853,638 reactions. The task is: Predict the reaction yield, written as a fraction of the theoretical maximum amount of product (1.0 means a 100% yield; for example, 0.34 means a 34% yield). (1) The reactants are [F:1][C:2]([F:20])([F:19])[C:3]1[CH:4]=[C:5]([C:9]2[S:10][CH:11]=[C:12]([C:14](OCC)=[O:15])[N:13]=2)[CH:6]=[CH:7][CH:8]=1.[BH4-].[Li+].Cl. The catalyst is O1CCCC1. The product is [F:20][C:2]([F:1])([F:19])[C:3]1[CH:4]=[C:5]([C:9]2[S:10][CH:11]=[C:12]([CH2:14][OH:15])[N:13]=2)[CH:6]=[CH:7][CH:8]=1. The yield is 0.850. (2) The reactants are [NH:1]1[CH:5]=[C:4]([C:6](Cl)=[O:7])[CH:3]=[N:2]1.[CH2:9]([NH2:11])[CH3:10].C(N(CC)CC)C. The catalyst is C(Cl)Cl. The product is [CH2:9]([NH:11][C:6]([C:4]1[CH:3]=[N:2][NH:1][CH:5]=1)=[O:7])[CH3:10]. The yield is 0.970. (3) The reactants are [CH3:1][O:2][C:3]1[N:8]=[C:7]([CH2:9][C:10]([O:12]C(C)(C)C)=[O:11])[C:6]([N+:17]([O-:19])=[O:18])=[CH:5][C:4]=1[CH3:20]. The catalyst is C(O)(C(F)(F)F)=O.CCCCCC. The product is [CH3:1][O:2][C:3]1[N:8]=[C:7]([CH2:9][C:10]([OH:12])=[O:11])[C:6]([N+:17]([O-:19])=[O:18])=[CH:5][C:4]=1[CH3:20]. The yield is 0.940. (4) The reactants are [CH2:1]([N:5]1[C:13](=[O:14])[C:12]2[N:11](CC=C)[C:10]([C:18]#[N:19])=[N:9][C:8]=2[N:7]([CH2:20][CH2:21][CH2:22][CH3:23])[C:6]1=[O:24])[CH2:2][CH2:3][CH3:4]. The catalyst is C1COCC1.CS(C)=O.C1C=CC([P]([Pd]([P](C2C=CC=CC=2)(C2C=CC=CC=2)C2C=CC=CC=2)([P](C2C=CC=CC=2)(C2C=CC=CC=2)C2C=CC=CC=2)[P](C2C=CC=CC=2)(C2C=CC=CC=2)C2C=CC=CC=2)(C2C=CC=CC=2)C2C=CC=CC=2)=CC=1. The product is [CH2:1]([N:5]1[C:13](=[O:14])[C:12]2[NH:11][C:10]([C:18]#[N:19])=[N:9][C:8]=2[N:7]([CH2:20][CH2:21][CH2:22][CH3:23])[C:6]1=[O:24])[CH2:2][CH2:3][CH3:4]. The yield is 0.240. (5) The reactants are [N:1]12[CH2:8][CH2:7][CH:4]([CH2:5][CH2:6]1)[C@@H:3]([O:9][C:10](=[O:66])[NH:11][C:12]1[CH:17]=[C:16]([CH2:18][CH2:19][CH2:20][O:21][C:22]3[CH:27]=[CH:26][C:25]([CH2:28][CH2:29][NH:30][CH2:31][C@@H:32]([C:41]4[CH:50]=[CH:49][C:48]([O:51]CC5C=CC=CC=5)=[C:47]5[C:42]=4[CH:43]=[CH:44][C:45](=[O:59])[NH:46]5)[O:33][Si:34]([C:37]([CH3:40])([CH3:39])[CH3:38])([CH3:36])[CH3:35])=[CH:24][CH:23]=3)[CH:15]=[CH:14][C:13]=1[C:60]1[CH:65]=[CH:64][CH:63]=[CH:62][CH:61]=1)[CH2:2]2. The catalyst is C(O)(=O)C. The product is [N:1]12[CH2:6][CH2:5][CH:4]([CH2:7][CH2:8]1)[C@@H:3]([O:9][C:10](=[O:66])[NH:11][C:12]1[CH:17]=[C:16]([CH2:18][CH2:19][CH2:20][O:21][C:22]3[CH:27]=[CH:26][C:25]([CH2:28][CH2:29][NH:30][CH2:31][C@H:32]([O:33][Si:34]([C:37]([CH3:38])([CH3:39])[CH3:40])([CH3:36])[CH3:35])[C:41]4[CH:50]=[CH:49][C:48]([OH:51])=[C:47]5[C:42]=4[CH:43]=[CH:44][C:45](=[O:59])[NH:46]5)=[CH:24][CH:23]=3)[CH:15]=[CH:14][C:13]=1[C:60]1[CH:61]=[CH:62][CH:63]=[CH:64][CH:65]=1)[CH2:2]2. The yield is 0.880.